From a dataset of Full USPTO retrosynthesis dataset with 1.9M reactions from patents (1976-2016). Predict the reactants needed to synthesize the given product. (1) Given the product [Br:21][C:22]1[C:27]([S:34][C:28]2[CH:33]=[CH:32][CH:31]=[CH:30][CH:29]=2)=[CH:26][CH:25]=[CH:24][N:23]=1, predict the reactants needed to synthesize it. The reactants are: C(NC(C)C)(C)C.[Li]CCCC.[Li+].CC([N-]C(C)C)C.[Br:21][C:22]1[CH:27]=[CH:26][CH:25]=[CH:24][N:23]=1.[C:28]1([S:34][S:34][C:28]2[CH:33]=[CH:32][CH:31]=[CH:30][CH:29]=2)[CH:33]=[CH:32][CH:31]=[CH:30][CH:29]=1. (2) Given the product [CH2:1]([C:3]1([CH2:12][CH3:13])[CH2:4][CH2:5][CH2:6][C:7]([CH3:10])([CH3:11])[C:8]1=[O:9])[CH:2]=[CH2:19], predict the reactants needed to synthesize it. The reactants are: [CH2:1]([CH:3]1[C:8](=[O:9])[C:7]([CH3:11])([CH3:10])[CH2:6][CH2:5][CH2:4]1)[CH3:2].[CH3:12][C:13](C)([O-])C.[K+].I[CH2:19]C=C. (3) Given the product [CH3:24][N:23]([CH3:25])[C:20]1[CH:19]=[CH:18][C:17]([S:16][C:12]2[CH:11]=[C:10]([CH2:9][OH:8])[CH:15]=[CH:14][CH:13]=2)=[CH:22][CH:21]=1, predict the reactants needed to synthesize it. The reactants are: [H-].[Al+3].[Li+].[H-].[H-].[H-].C[O:8][C:9](=O)[C:10]1[CH:15]=[CH:14][CH:13]=[C:12]([S:16][C:17]2[CH:22]=[CH:21][C:20]([N:23]([CH3:25])[CH3:24])=[CH:19][CH:18]=2)[CH:11]=1.CC(C)=O.